From a dataset of Reaction yield outcomes from USPTO patents with 853,638 reactions. Predict the reaction yield, written as a fraction of the theoretical maximum amount of product (1.0 means a 100% yield; for example, 0.34 means a 34% yield). (1) The reactants are N(OC(C)(C)C)=O.N[C:9]1[CH:14]=[CH:13][C:12]([CH:15]2[N:19]([C:20]3[CH:25]=[CH:24][C:23]([O:26][C:27]4[CH:32]=[CH:31][C:30]([Cl:33])=[CH:29][CH:28]=4)=[CH:22][CH:21]=3)[C:18](=[O:34])[CH2:17][CH2:16]2)=[CH:11][C:10]=1[C:35]([F:38])([F:37])[F:36].Cl. The catalyst is CN(C=O)C. The product is [Cl:33][C:30]1[CH:29]=[CH:28][C:27]([O:26][C:23]2[CH:24]=[CH:25][C:20]([N:19]3[CH:15]([C:12]4[CH:13]=[CH:14][CH:9]=[C:10]([C:35]([F:36])([F:37])[F:38])[CH:11]=4)[CH2:16][CH2:17][C:18]3=[O:34])=[CH:21][CH:22]=2)=[CH:32][CH:31]=1. The yield is 0.720. (2) The reactants are [C:1]([NH:4][NH:5][C:6]([C:8]1[S:16][C:15]2[C:10](=[N:11][CH:12]=[CH:13][C:14]=2[Cl:17])[CH:9]=1)=[O:7])(=O)[CH3:2].S(Cl)(Cl)=O. The catalyst is CN(C=O)C. The product is [Cl:17][C:14]1[CH:13]=[CH:12][N:11]=[C:10]2[CH:9]=[C:8]([C:6]3[O:7][C:1]([CH3:2])=[N:4][N:5]=3)[S:16][C:15]=12. The yield is 0.580. (3) The reactants are Cl[C:2]1[CH:7]=[C:6]([NH:8][C:9]2[CH:19]=[CH:18][CH:17]=[CH:16][C:10]=2[C:11]([NH:13][O:14][CH3:15])=[O:12])[C:5]([Cl:20])=[CH:4][N:3]=1.[CH2:21]([N:23]1[C:27]([NH2:28])=[CH:26][C:25]([CH3:29])=[N:24]1)[CH3:22].C(=O)([O-])[O-].[Cs+].[Cs+].C1(P(C2C=CC=CC=2)C2C=CC3C(=CC=CC=3)C=2C2C3C(=CC=CC=3)C=CC=2P(C2C=CC=CC=2)C2C=CC=CC=2)C=CC=CC=1. The catalyst is C([O-])(=O)C.[Pd+2].C([O-])(=O)C.O1CCOCC1.C1COCC1. The product is [Cl:20][C:5]1[C:6]([NH:8][C:9]2[CH:19]=[CH:18][CH:17]=[CH:16][C:10]=2[C:11]([NH:13][O:14][CH3:15])=[O:12])=[CH:7][C:2]([NH:28][C:27]2[N:23]([CH2:21][CH3:22])[N:24]=[C:25]([CH3:29])[CH:26]=2)=[N:3][CH:4]=1. The yield is 0.240.